Predict which catalyst facilitates the given reaction. From a dataset of Catalyst prediction with 721,799 reactions and 888 catalyst types from USPTO. (1) Reactant: [Cl:1][C:2]1[CH:7]=[C:6]([O:8][CH3:9])[C:5]([CH:10]=[CH2:11])=[CH:4][C:3]=1[C:12]1[CH:17]=[C:16]([Cl:18])[CH:15]=[CH:14][C:13]=1[Cl:19].[OH-:20].[Na+].OO. Product: [Cl:19][C:13]1[CH:14]=[CH:15][C:16]([Cl:18])=[CH:17][C:12]=1[C:3]1[C:2]([Cl:1])=[CH:7][C:6]([O:8][CH3:9])=[C:5]([CH2:10][CH2:11][OH:20])[CH:4]=1. The catalyst class is: 20. (2) Reactant: [NH2:1][C:2]1[CH:7]=[C:6]([N+:8]([O-:10])=[O:9])[CH:5]=[CH:4][C:3]=1[S:11][C:12]1[CH:17]=[CH:16][C:15]([OH:18])=[CH:14][CH:13]=1.C(=O)([O-])[O-].[Cs+].[Cs+].[CH2:25](Br)[C:26]1[CH:31]=[CH:30][CH:29]=[CH:28][CH:27]=1.C(OCC)(=O)C. Product: [CH2:25]([O:18][C:15]1[CH:16]=[CH:17][C:12]([S:11][C:3]2[CH:4]=[CH:5][C:6]([N+:8]([O-:10])=[O:9])=[CH:7][C:2]=2[NH2:1])=[CH:13][CH:14]=1)[C:26]1[CH:31]=[CH:30][CH:29]=[CH:28][CH:27]=1. The catalyst class is: 9. (3) Reactant: [CH:1]1([CH2:6][CH:7]([N:11]2[C:16](=[O:17])[CH:15]=[CH:14][CH:13]=[N:12]2)[C:8]([OH:10])=O)[CH2:5][CH2:4][CH2:3][CH2:2]1.[B-](F)(F)(F)F.CN(C(ON1C(=O)CCC1=O)=[N+](C)C)C.C(N(CC)C(C)C)(C)C.[NH2:47][C:48]1[CH:52]=[CH:51][N:50]([CH2:53][C:54]([CH3:57])([OH:56])[CH3:55])[N:49]=1. Product: [CH:1]1([CH2:6][CH:7]([N:11]2[C:16](=[O:17])[CH:15]=[CH:14][CH:13]=[N:12]2)[C:8]([NH:47][C:48]2[CH:52]=[CH:51][N:50]([CH2:53][C:54]([OH:56])([CH3:55])[CH3:57])[N:49]=2)=[O:10])[CH2:2][CH2:3][CH2:4][CH2:5]1. The catalyst class is: 2. (4) Product: [CH:1]([C:4]1[CH:9]=[CH:8][C:7]([CH:10]2[C:14]3[C:15]([CH3:29])=[C:16]([NH:21][C:22](=[O:28])[CH2:23][C:24]([CH3:25])([CH3:27])[CH3:26])[C:17]([CH3:20])=[C:18]([CH3:19])[C:13]=3[O:12][CH2:11]2)=[CH:6][C:5]=1[O:30][CH3:31])([CH3:3])[CH3:2]. Reactant: [C:1]([C:4]1[CH:9]=[CH:8][C:7]([CH:10]2[C:14]3[C:15]([CH3:29])=[C:16]([NH:21][C:22](=[O:28])[CH2:23][C:24]([CH3:27])([CH3:26])[CH3:25])[C:17]([CH3:20])=[C:18]([CH3:19])[C:13]=3[O:12][CH2:11]2)=[CH:6][C:5]=1[O:30][CH3:31])([CH3:3])=[CH2:2]. The catalyst class is: 63. (5) Reactant: [C:1]([O:5][C:6](=[O:20])[C:7]([S:10][C:11]1[S:12][CH:13]=[C:14]([CH2:16][CH2:17][CH2:18][NH2:19])[N:15]=1)([CH3:9])[CH3:8])([CH3:4])([CH3:3])[CH3:2].[Br:21][C:22]1[CH:23]=[N:24][C:25](Cl)=[N:26][CH:27]=1.C(N(C(C)C)CC)(C)C.O. Product: [C:1]([O:5][C:6](=[O:20])[C:7]([S:10][C:11]1[S:12][CH:13]=[C:14]([CH2:16][CH2:17][CH2:18][NH:19][C:25]2[N:26]=[CH:27][C:22]([Br:21])=[CH:23][N:24]=2)[N:15]=1)([CH3:9])[CH3:8])([CH3:2])([CH3:4])[CH3:3]. The catalyst class is: 60.